Dataset: Catalyst prediction with 721,799 reactions and 888 catalyst types from USPTO. Task: Predict which catalyst facilitates the given reaction. Reactant: [Cl:1][C:2]1[CH:23]=[C:22]([O:24][CH:25]2[CH2:30][CH2:29][CH2:28][CH2:27][O:26]2)[CH:21]=[CH:20][C:3]=1[CH2:4][NH:5][C:6]1[CH:11]=[CH:10][C:9]([O:12][CH2:13][CH2:14][N:15]2[CH2:19][CH2:18][CH2:17][CH2:16]2)=[CH:8][CH:7]=1.C(N(CC)CC)C.[C:38]([CH2:42][C:43](Cl)=[O:44])([CH3:41])([CH3:40])[CH3:39].C(=O)(O)[O-].[Na+]. Product: [Cl:1][C:2]1[CH:23]=[C:22]([O:24][CH:25]2[CH2:30][CH2:29][CH2:28][CH2:27][O:26]2)[CH:21]=[CH:20][C:3]=1[CH2:4][N:5]([C:6]1[CH:11]=[CH:10][C:9]([O:12][CH2:13][CH2:14][N:15]2[CH2:16][CH2:17][CH2:18][CH2:19]2)=[CH:8][CH:7]=1)[C:43](=[O:44])[CH2:42][C:38]([CH3:41])([CH3:40])[CH3:39]. The catalyst class is: 2.